Task: Predict the reaction yield, written as a fraction of the theoretical maximum amount of product (1.0 means a 100% yield; for example, 0.34 means a 34% yield).. Dataset: Reaction yield outcomes from USPTO patents with 853,638 reactions (1) The reactants are C([O-])([O-])=O.[Cs+].[Cs+].[F:7][C:8]1[N:13]=[CH:12][C:11]([OH:14])=[CH:10][CH:9]=1.Br[CH2:16][CH2:17][O:18][CH3:19]. The catalyst is CN(C=O)C. The product is [F:7][C:8]1[CH:9]=[CH:10][C:11]([O:14][CH2:16][CH2:17][O:18][CH3:19])=[CH:12][N:13]=1. The yield is 0.925. (2) The product is [CH2:1]1[C:13]2[NH:12][C:11]3[C:6](=[CH:7][CH:8]=[CH:9][CH:10]=3)[C:5]=2[CH2:4][CH2:3][N:2]1[C:22]([O:21][C:17]([CH3:20])([CH3:19])[CH3:18])=[O:23]. The catalyst is CCOC(C)=O. The yield is 1.00. The reactants are [CH2:1]1[C:13]2[NH:12][C:11]3[C:6](=[CH:7][CH:8]=[CH:9][CH:10]=3)[C:5]=2[CH2:4][CH2:3][NH:2]1.C(Cl)Cl.[C:17]([O:21][C:22](O[C:22]([O:21][C:17]([CH3:20])([CH3:19])[CH3:18])=[O:23])=[O:23])([CH3:20])([CH3:19])[CH3:18].C(N(CC)C(C)C)(C)C. (3) The reactants are [O:1]=[C:2]1[CH2:9][C:6]([CH3:8])([CH3:7])[CH2:5][C:4]([CH3:10])=[CH:3]1. The catalyst is CCOCC. The product is [CH3:7][C:6]1([CH3:8])[CH2:5][C@@H:4]([CH3:10])[CH2:3][C:2](=[O:1])[CH2:9]1. The yield is 0.650. (4) The product is [OH:47][C:60]1[CH:59]=[CH:52][C:50]([CH2:53][CH2:28][S:35][CH:2]([CH2:6][C:7]2[CH:12]=[CH:11][C:10]([CH2:13][CH2:14][O:15][C:16]3[CH:21]=[CH:20][C:19]([O:22][S:23]([CH3:26])(=[O:25])=[O:24])=[CH:18][CH:17]=3)=[CH:9][CH:8]=2)[C:3]([O-:5])=[O:4])=[CH:51][CH:62]=1.[C:50]([NH3+:54])([CH3:53])([CH3:52])[CH3:51]. The catalyst is C1(C)C=CC=CC=1.O1CCCC1. The reactants are Cl[CH:2]([CH2:6][C:7]1[CH:12]=[CH:11][C:10]([CH2:13][CH2:14][O:15][C:16]2[CH:21]=[CH:20][C:19]([O:22][S:23]([CH3:26])(=[O:25])=[O:24])=[CH:18][CH:17]=2)=[CH:9][CH:8]=1)[C:3]([O-:5])=[O:4].[NH4+].[C:28](OCCC1C=CC(O)=CC=1)(=[S:35])C1C=CC=CC=1.C[O-:47].[Na+].Cl.[C:50]([NH2:54])([CH3:53])([CH3:52])[CH3:51].C(O[CH2:59][CH:60]([CH3:62])C)(=O)C. The yield is 0.910. (5) The reactants are [F:1][C:2]([F:36])([F:35])[C:3]1[CH:4]=[C:5]([C:13]([CH3:34])([CH3:33])[C:14]([N:16]([C:18]2[CH:19]=[N:20][C:21](Cl)=[CH:22][C:23]=2[C:24]2[CH:29]=[CH:28][CH:27]=[CH:26][C:25]=2[CH:30]=[O:31])[CH3:17])=[O:15])[CH:6]=[C:7]([C:9]([F:12])([F:11])[F:10])[CH:8]=1.[CH3:37][C:38]([Si:41]([CH3:55])([CH3:54])[O:42][CH2:43][C@@H:44]1[CH2:53][N:52]2[C@H:47]([CH2:48][O:49][CH2:50][CH2:51]2)[CH2:46][NH:45]1)([CH3:40])[CH3:39].[Cl-].[OH-].[Na+]. The product is [F:1][C:2]([F:36])([F:35])[C:3]1[CH:4]=[C:5]([C:13]([CH3:34])([CH3:33])[C:14]([N:16]([C:18]2[CH:19]=[N:20][C:21]([N:45]3[C@H:44]([CH2:43][O:42][Si:41]([C:38]([CH3:40])([CH3:39])[CH3:37])([CH3:54])[CH3:55])[CH2:53][N:52]4[C@H:47]([CH2:48][O:49][CH2:50][CH2:51]4)[CH2:46]3)=[CH:22][C:23]=2[C:24]2[CH:29]=[CH:28][CH:27]=[CH:26][C:25]=2[CH:30]=[O:31])[CH3:17])=[O:15])[CH:6]=[C:7]([C:9]([F:12])([F:11])[F:10])[CH:8]=1. The catalyst is C1(C)C=CC=CC=1.CCOC(C)=O. The yield is 0.180. (6) The reactants are Br[C:2]1[CH:9]=[CH:8][C:5]([C:6]#[N:7])=[CH:4][C:3]=1[C:10]([F:13])([F:12])[F:11].CC(N(C)C)=O.[Br-].[CH:21]1([Zn+])[CH2:26][CH2:25][CH2:24][CH2:23][CH2:22]1. The catalyst is C1COCC1. The product is [CH:21]1([C:2]2[CH:9]=[CH:8][C:5]([C:6]#[N:7])=[CH:4][C:3]=2[C:10]([F:13])([F:12])[F:11])[CH2:26][CH2:25][CH2:24][CH2:23][CH2:22]1. The yield is 0.456.